This data is from Full USPTO retrosynthesis dataset with 1.9M reactions from patents (1976-2016). The task is: Predict the reactants needed to synthesize the given product. (1) Given the product [F:19][C:16]1[CH:17]=[N:18][C:11]2[N:10]([C:20]3[CH:21]=[C:22]([C:26]4[CH:27]=[CH:28][C:29]([CH2:32][N:33]5[CH2:39][CH2:38][CH2:37][N:36]([CH3:40])[CH2:35][CH2:34]5)=[CH:30][CH:31]=4)[CH:23]=[CH:24][CH:25]=3)[C:9](=[O:41])[N:8]([C@@H:5]3[CH2:6][CH2:7][C@H:2]([NH:1][C:51](=[O:52])[C@H:50]([CH2:54][C:55]4[CH:56]=[CH:57][CH:58]=[CH:59][CH:60]=4)[NH2:49])[CH2:3][CH2:4]3)[C:13](=[O:14])[C:12]=2[CH:15]=1, predict the reactants needed to synthesize it. The reactants are: [NH2:1][C@@H:2]1[CH2:7][CH2:6][C@H:5]([N:8]2[C:13](=[O:14])[C:12]3[CH:15]=[C:16]([F:19])[CH:17]=[N:18][C:11]=3[N:10]([C:20]3[CH:21]=[C:22]([C:26]4[CH:31]=[CH:30][C:29]([CH2:32][N:33]5[CH2:39][CH2:38][CH2:37][N:36]([CH3:40])[CH2:35][CH2:34]5)=[CH:28][CH:27]=4)[CH:23]=[CH:24][CH:25]=3)[C:9]2=[O:41])[CH2:4][CH2:3]1.C(OC([NH:49][C@@H:50]([CH2:54][C:55]1[CH:60]=[CH:59][CH:58]=[CH:57][CH:56]=1)[C:51](O)=[O:52])=O)(C)(C)C. (2) The reactants are: [F:1][C:2]1[CH:3]=[C:4]([OH:26])[C:5]2[CH:6]=[CH:7][N:8]([C:11]3[CH:16]=[CH:15][C:14]([O:17]CC4C=CC=CC=4)=[C:13]([F:25])[CH:12]=3)[C:9]=2[CH:10]=1. Given the product [F:1][C:2]1[CH:3]=[C:4]([OH:26])[C:5]2[CH:6]=[CH:7][N:8]([C:11]3[CH:16]=[CH:15][C:14]([OH:17])=[C:13]([F:25])[CH:12]=3)[C:9]=2[CH:10]=1, predict the reactants needed to synthesize it. (3) Given the product [CH:1]1[C:10]2[CH2:9][CH2:8][CH2:7][CH2:6][C:5]=2[CH:4]=[CH:3][C:2]=1[O:11][CH2:12][CH:14]1[CH2:15][O:16]1, predict the reactants needed to synthesize it. The reactants are: [CH:1]1[C:10]2[CH2:9][CH2:8][CH2:7][CH2:6][C:5]=2[CH:4]=[CH:3][C:2]=1[OH:11].[CH2:12]([CH:14]1[O:16][CH2:15]1)Cl. (4) Given the product [CH2:17]([O:16][C:14]1[CH:13]=[CH:12][C:11]([F:19])=[C:10]([C:4]2[CH:3]=[C:2]([CH:23]([CH3:24])[CH3:22])[N:7]=[C:6]([C:8]#[N:9])[CH:5]=2)[CH:15]=1)[CH3:18], predict the reactants needed to synthesize it. The reactants are: Cl[C:2]1[N:7]=[C:6]([C:8]#[N:9])[CH:5]=[C:4]([C:10]2[CH:15]=[C:14]([O:16][CH2:17][CH3:18])[CH:13]=[CH:12][C:11]=2[F:19])[CH:3]=1.CN1C(=O)[CH2:24][CH2:23][CH2:22]1.C([Mg]Cl)(C)C. (5) Given the product [OH:1][C@@:2]([C:7]1[CH:12]=[CH:11][CH:10]=[CH:9][CH:8]=1)([CH3:6])[C:3]([N:14]([CH3:13])[C@H:15]1[CH2:34][N:19]2[C:20]3[C:25]([C:26]([CH2:27][C:28]([OH:30])=[O:29])=[C:18]2[CH2:17][CH2:16]1)=[CH:24][CH:23]=[CH:22][CH:21]=3)=[O:5], predict the reactants needed to synthesize it. The reactants are: [OH:1][C@@:2]([C:7]1[CH:12]=[CH:11][CH:10]=[CH:9][CH:8]=1)([CH3:6])[C:3]([OH:5])=O.[CH3:13][NH:14][C@H:15]1[CH2:34][N:19]2[C:20]3[C:25]([C:26]([CH2:27][C:28]([O:30]CCC)=[O:29])=[C:18]2[CH2:17][CH2:16]1)=[CH:24][CH:23]=[CH:22][CH:21]=3.